This data is from Full USPTO retrosynthesis dataset with 1.9M reactions from patents (1976-2016). The task is: Predict the reactants needed to synthesize the given product. (1) Given the product [CH3:19][C:13]1([CH3:20])[C:14](=[O:15])[NH:1][C:2]2[CH:7]=[C:6]([N+:8]([O-:10])=[O:9])[CH:5]=[CH:4][C:3]=2[O:11]1, predict the reactants needed to synthesize it. The reactants are: [NH2:1][C:2]1[CH:7]=[C:6]([N+:8]([O-:10])=[O:9])[CH:5]=[CH:4][C:3]=1[OH:11].Br[C:13]([CH3:20])([CH3:19])[C:14](OCC)=[O:15].[F-].[K+].O. (2) Given the product [F:44][C:37]1[CH:38]=[C:39]([O:42][CH3:43])[CH:40]=[CH:41][C:36]=1[O:35][CH:32]1[CH2:31][CH2:30][N:29]([C:19]2[N:18]=[C:17]3[CH2:16][NH:15][CH2:24][CH2:23][C:22]3=[N:21][C:20]=2[NH:25][CH:26]([CH3:28])[CH3:27])[CH2:34][CH2:33]1.[C:2]([OH:3])([C:4]([F:7])([F:6])[F:5])=[O:1], predict the reactants needed to synthesize it. The reactants are: [OH:1][C:2]([C:4]([F:7])([F:6])[F:5])=[O:3].C([N:15]1[CH2:24][CH2:23][C:22]2[C:17](=[N:18][C:19]([N:29]3[CH2:34][CH2:33][CH:32]([O:35][C:36]4[CH:41]=[CH:40][C:39]([O:42][CH3:43])=[CH:38][C:37]=4[F:44])[CH2:31][CH2:30]3)=[C:20]([NH:25][CH:26]([CH3:28])[CH3:27])[N:21]=2)[CH2:16]1)C1C=CC=CC=1. (3) Given the product [CH:1]1([NH:4][C:5]([C:7]2[CH:8]=[CH:9][C:10]([CH3:32])=[C:11]([C:13]3[CH:14]=[C:15]4[C:20](=[CH:21][CH:22]=3)[C:19](=[O:23])[N:18]([CH2:24][CH:25]3[CH2:27][CH2:26]3)[CH:17]=[C:16]4[C:28]([OH:30])=[O:29])[CH:12]=2)=[O:6])[CH2:3][CH2:2]1, predict the reactants needed to synthesize it. The reactants are: [CH:1]1([NH:4][C:5]([C:7]2[CH:8]=[CH:9][C:10]([CH3:32])=[C:11]([C:13]3[CH:14]=[C:15]4[C:20](=[CH:21][CH:22]=3)[C:19](=[O:23])[N:18]([CH2:24][CH:25]3[CH2:27][CH2:26]3)[CH:17]=[C:16]4[C:28]([O:30]C)=[O:29])[CH:12]=2)=[O:6])[CH2:3][CH2:2]1.[OH-].[Na+].C(O)(=O)C.O.